From a dataset of Full USPTO retrosynthesis dataset with 1.9M reactions from patents (1976-2016). Predict the reactants needed to synthesize the given product. (1) Given the product [NH2:1][C:2]1[C:11]2[N:12]=[C:13]([CH2:32][CH2:33][O:34][CH3:35])[N:14]([CH2:15][CH2:16][CH2:17][NH:18][CH2:19][C:20]3[CH:21]=[C:22]([CH:29]=[CH:30][CH:31]=3)[O:23][CH2:24][C:25]([O:27][CH:28]3[CH2:8][CH2:9][CH2:4][CH2:5]3)=[O:26])[C:10]=2[C:9]2[CH:8]=[CH:7][CH:6]=[CH:5][C:4]=2[N:3]=1, predict the reactants needed to synthesize it. The reactants are: [NH2:1][C:2]1[C:11]2[N:12]=[C:13]([CH2:32][CH2:33][O:34][CH3:35])[N:14]([CH2:15][CH2:16][CH2:17][NH:18][CH2:19][C:20]3[CH:21]=[C:22]([CH:29]=[CH:30][CH:31]=3)[O:23][CH2:24][C:25]([O:27][CH3:28])=[O:26])[C:10]=2[C:9]2[CH:8]=[CH:7][CH:6]=[CH:5][C:4]=2[N:3]=1.Cl. (2) Given the product [CH:22]1[N:21]=[CH:20][N:16]2[CH2:17][CH2:18][CH2:19][CH:14]([C:11]3[CH:10]=[CH:9][C:8]([C:7]#[N:6])=[CH:13][CH:12]=3)[C:15]=12, predict the reactants needed to synthesize it. The reactants are: Cl.C([NH:6][C:7](=O)[C:8]1[CH:13]=[CH:12][C:11]([CH:14]2[CH2:19][CH2:18][CH2:17][N:16]3[CH:20]=[N:21][CH:22]=[C:15]23)=[CH:10][CH:9]=1)(C)(C)C.S(Cl)(Cl)=O. (3) Given the product [CH3:1][O:2][C:3](=[O:6])[CH2:4][S:5][C:8]1[N:12]([CH3:13])[C:11]2[CH:14]=[CH:15][CH:16]=[CH:17][C:10]=2[N:9]=1, predict the reactants needed to synthesize it. The reactants are: [CH3:1][O:2][C:3](=[O:6])[CH2:4][SH:5].Cl[C:8]1[N:12]([CH3:13])[C:11]2[CH:14]=[CH:15][CH:16]=[CH:17][C:10]=2[N:9]=1.